This data is from Catalyst prediction with 721,799 reactions and 888 catalyst types from USPTO. The task is: Predict which catalyst facilitates the given reaction. (1) Reactant: C(OC([NH:8][C@@H:9]1[CH2:14][CH2:13][CH2:12][N:11]([C:15]2[N:20]=[C:19]([NH:21][C:22]3[CH:27]=[CH:26][C:25]([N:28]4[CH2:33][CH2:32][N:31]([C:34]([O:36][CH2:37][C:38]5[CH:43]=[CH:42][CH:41]=[CH:40][CH:39]=5)=[O:35])[CH2:30][CH2:29]4)=[CH:24][CH:23]=3)[C:18]([C:44](=[O:46])[NH2:45])=[CH:17][CH:16]=2)[CH2:10]1)=O)(C)(C)C.C(O)(C(F)(F)F)=O. Product: [NH2:8][C@@H:9]1[CH2:14][CH2:13][CH2:12][N:11]([C:15]2[N:20]=[C:19]([NH:21][C:22]3[CH:23]=[CH:24][C:25]([N:28]4[CH2:33][CH2:32][N:31]([C:34]([O:36][CH2:37][C:38]5[CH:43]=[CH:42][CH:41]=[CH:40][CH:39]=5)=[O:35])[CH2:30][CH2:29]4)=[CH:26][CH:27]=3)[C:18]([C:44](=[O:46])[NH2:45])=[CH:17][CH:16]=2)[CH2:10]1. The catalyst class is: 2. (2) Reactant: [F:1][C:2]1[CH:7]=[CH:6][C:5]([C:8]2[O:9][C:10]3[CH:20]=[CH:19][C:18]([OH:21])=[C:17]([CH2:22]/[CH:23]=[CH:24]/[C:25]([O:27][CH3:28])=[O:26])[C:11]=3[C:12]=2[C:13]([NH:15][CH3:16])=[O:14])=[CH:4][CH:3]=1.C([O-])([O-])=O.[Na+].[Na+]. Product: [F:1][C:2]1[CH:3]=[CH:4][C:5]([C:8]2[O:9][C:10]3[CH:20]=[CH:19][C:18]4[O:21][CH:23]([CH2:24][C:25]([O:27][CH3:28])=[O:26])[CH2:22][C:17]=4[C:11]=3[C:12]=2[C:13]([NH:15][CH3:16])=[O:14])=[CH:6][CH:7]=1. The catalyst class is: 5. (3) Reactant: [Cl:1][C:2]1[CH:7]=[C:6]([N+:8]([O-:10])=[O:9])[C:5]([F:11])=[CH:4][C:3]=1[OH:12].[CH3:13][CH:14](O)[CH3:15].C1(P(C2C=CC=CC=2)C2C=CC=CN=2)C=CC=CC=1.N(C(OC(C)(C)C)=O)=NC(OC(C)(C)C)=O.Cl.C(OCC)C. Product: [Cl:1][C:2]1[C:3]([O:12][CH:14]([CH3:15])[CH3:13])=[CH:4][C:5]([F:11])=[C:6]([N+:8]([O-:10])=[O:9])[CH:7]=1. The catalyst class is: 7. (4) Reactant: [C:1]1([C:7]2[N:12]=[CH:11][C:10]([C:13]3[N:14]=[C:15]([CH:18]4[CH2:23][CH2:22][N:21](C(OC(C)(C)C)=O)[CH2:20][CH2:19]4)[NH:16][CH:17]=3)=[CH:9][N:8]=2)[CH:6]=[CH:5][CH:4]=[CH:3][CH:2]=1.FC(F)(F)C(O)=O. Product: [C:1]1([C:7]2[N:12]=[CH:11][C:10]([C:13]3[NH:14][C:15]([CH:18]4[CH2:23][CH2:22][NH:21][CH2:20][CH2:19]4)=[N:16][CH:17]=3)=[CH:9][N:8]=2)[CH:2]=[CH:3][CH:4]=[CH:5][CH:6]=1. The catalyst class is: 11. (5) Product: [N:17]1[NH:18][CH:19]=[C:15]2[CH2:14][C:13]3[C:20](=[CH:21][CH:22]=[C:11]([C:5]4[CH:6]=[CH:7][C:8]([OH:9])=[C:3]([CH2:1][CH3:2])[CH:4]=4)[CH:12]=3)[C:16]=12. The catalyst class is: 2. Reactant: [CH2:1]([C:3]1[CH:4]=[C:5]([C:11]2[CH:12]=[C:13]3[C:20](=[CH:21][CH:22]=2)[C:16]2=[N:17][NH:18][CH:19]=[C:15]2[CH2:14]3)[CH:6]=[CH:7][C:8]=1[O:9]C)[CH3:2].B(Br)(Br)Br.